Dataset: Reaction yield outcomes from USPTO patents with 853,638 reactions. Task: Predict the reaction yield, written as a fraction of the theoretical maximum amount of product (1.0 means a 100% yield; for example, 0.34 means a 34% yield). (1) The reactants are [Br:1][C:2]1[C:3]([N:18]2[CH2:23][CH2:22][C:21]([F:25])([CH3:24])[CH2:20][CH2:19]2)=[C:4]([C@H:10]([OH:17])[C:11]([O:13][CH:14]([CH3:16])[CH3:15])=[O:12])[C:5]([CH3:9])=[N:6][C:7]=1[CH3:8]. The product is [Br:1][C:2]1[C:3]([N:18]2[CH2:19][CH2:20][C:21]([F:25])([CH3:24])[CH2:22][CH2:23]2)=[C:4]([C@H:10]([O:17][C:4]([CH3:10])([CH3:5])[CH3:3])[C:11]([O:13][CH:14]([CH3:16])[CH3:15])=[O:12])[C:5]([CH3:9])=[N:6][C:7]=1[CH3:8]. The yield is 0.780. The catalyst is C(Cl)Cl. (2) The reactants are [NH2:1][C:2]1[CH:17]=[CH:16][C:5]([O:6][C:7]2[CH:8]=[C:9]([NH2:15])[C:10]([NH:13][CH3:14])=[CH:11][CH:12]=2)=[C:4]([CH3:18])[CH:3]=1.O.[C:20](=[O:23])(O)[O-].[Na+].[CH:25](O)=O. No catalyst specified. The product is [CH3:18][C:4]1[CH:3]=[C:2]([NH:1][CH:20]=[O:23])[CH:17]=[CH:16][C:5]=1[O:6][C:7]1[CH:12]=[CH:11][C:10]2[N:13]([CH3:25])[CH:14]=[N:15][C:9]=2[CH:8]=1. The yield is 0.970. (3) The reactants are [I:1]I.[N+:3]([C:6]1[CH:7]=[C:8]([CH:12]=[CH:13][CH:14]=1)[C:9]([OH:11])=[O:10])([O-:5])=[O:4]. The catalyst is S(=O)(=O)(O)O. The product is [I:1][C:13]1[CH:12]=[C:8]([CH:7]=[C:6]([N+:3]([O-:5])=[O:4])[CH:14]=1)[C:9]([OH:11])=[O:10]. The yield is 0.980. (4) The reactants are C([O:3][C:4](=[O:32])[C:5]([O:8][C:9]1[CH:14]=[CH:13][C:12]([O:15][CH2:16][CH2:17][C:18]2[N:19]=[C:20]([C:24]3[CH:29]=[CH:28][CH:27]=[CH:26][CH:25]=3)[O:21][C:22]=2[CH3:23])=[CH:11][C:10]=1[CH2:30][Br:31])([CH3:7])[CH3:6])C.C1C(O)=CC=CC=1C.C(=O)([O-])[O-].[K+].[K+].C(OC(=O)C(C)(OC1C=CC(OCCC2N=C(C3C=CC=CC=3)OC=2C)=CC=1COC1C=C(C)C=CC=1)C)C.[OH-].[Na+]. The catalyst is C(O)C. The product is [Br:31][CH2:30][C:10]1[CH:11]=[C:12]([O:15][CH2:16][CH2:17][C:18]2[N:19]=[C:20]([C:24]3[CH:25]=[CH:26][CH:27]=[CH:28][CH:29]=3)[O:21][C:22]=2[CH3:23])[CH:13]=[CH:14][C:9]=1[O:8][C:5]([CH3:7])([CH3:6])[C:4]([OH:32])=[O:3]. The yield is 0.380. (5) The reactants are [Cl:1][C:2]1[C:10]([N+:11]([O-:13])=[O:12])=[CH:9][CH:8]=[CH:7][C:3]=1[C:4]([OH:6])=[O:5].[CH3:14]C1C=CC(S(O)(=O)=O)=CC=1. The catalyst is CO. The product is [Cl:1][C:2]1[C:10]([N+:11]([O-:13])=[O:12])=[CH:9][CH:8]=[CH:7][C:3]=1[C:4]([O:6][CH3:14])=[O:5]. The yield is 0.906. (6) The reactants are FC(F)(F)C(O)=O.[Cl:8][C:9]1[C:10]([F:37])=[C:11]([CH:15]2[C:19]([C:22]3[CH:27]=[CH:26][C:25]([Cl:28])=[CH:24][CH:23]=3)([C:20]#[N:21])[CH:18]([CH2:29][C:30]([CH3:33])([CH3:32])[CH3:31])[NH:17][CH:16]2[C:34]([OH:36])=O)[CH:12]=[CH:13][CH:14]=1.[NH2:38][CH2:39][CH2:40][N:41]1[CH2:46][C@H:45]([CH3:47])[O:44][C@H:43]([CH3:48])[CH2:42]1.CN(C(ON1N=NC2C=CC=NC1=2)=[N+](C)C)C.F[P-](F)(F)(F)(F)F.CCN(C(C)C)C(C)C. The catalyst is C(Cl)Cl. The product is [CH3:47][C@H:45]1[O:44][C@@H:43]([CH3:48])[CH2:42][N:41]([CH2:40][CH2:39][NH:38][C:34]([CH:16]2[CH:15]([C:11]3[CH:12]=[CH:13][CH:14]=[C:9]([Cl:8])[C:10]=3[F:37])[C:19]([C:22]3[CH:23]=[CH:24][C:25]([Cl:28])=[CH:26][CH:27]=3)([C:20]#[N:21])[CH:18]([CH2:29][C:30]([CH3:31])([CH3:32])[CH3:33])[NH:17]2)=[O:36])[CH2:46]1. The yield is 0.940. (7) The catalyst is C(#N)C.O. The yield is 0.390. The reactants are [F:1][CH:2]([F:26])[O:3][C:4]1[CH:5]=[C:6]([CH:10]([C:12]2([C:18]3[CH:23]=[C:22]([F:24])[CH:21]=[C:20]([F:25])[CH:19]=3)SCCCS2)[OH:11])[CH:7]=[CH:8][CH:9]=1.FC(F)(F)C(OC1C(OC(=O)C(F)(F)F)=C(I)C=CC=1)=[O:30].CCCCCC.CCOC(C)=O. The product is [F:1][CH:2]([F:26])[O:3][C:4]1[CH:5]=[C:6]([CH:10]([OH:11])[C:12]([C:18]2[CH:23]=[C:22]([F:24])[CH:21]=[C:20]([F:25])[CH:19]=2)=[O:30])[CH:7]=[CH:8][CH:9]=1. (8) The reactants are [CH3:1][CH:2]([CH3:14])[C@H:3]([NH:7][C:8]([O:10][CH:11]([CH3:13])[CH3:12])=[O:9])[C:4]([OH:6])=O.C(N1C=CN=C1)(N1C=CN=C1)=O.[NH2:27][C@@H:28]([CH:40]([CH3:42])[CH3:41])[CH2:29][NH:30][C:31]([C:33]1[CH:38]=[CH:37][CH:36]=[C:35]([Cl:39])[N:34]=1)=[O:32]. The catalyst is ClCCl. The product is [Cl:39][C:35]1[N:34]=[C:33]([C:31]([NH:30][CH2:29][C@@H:28]([NH:27][C:4](=[O:6])[C@@H:3]([NH:7][C:8]([O:10][CH:11]([CH3:13])[CH3:12])=[O:9])[CH:2]([CH3:1])[CH3:14])[CH:40]([CH3:41])[CH3:42])=[O:32])[CH:38]=[CH:37][CH:36]=1. The yield is 0.560.